Dataset: Catalyst prediction with 721,799 reactions and 888 catalyst types from USPTO. Task: Predict which catalyst facilitates the given reaction. (1) Reactant: [CH3:1][N:2]([C:10]1[CH:15]=[CH:14][CH:13]=[C:12]([CH3:16])[N:11]=1)[C:3](=[O:9])[O:4][C:5]([CH3:8])([CH3:7])[CH3:6].C1C=C(Cl)C=C(C(OO)=[O:25])C=1. Product: [CH3:1][N:2]([C:10]1[CH:15]=[CH:14][CH:13]=[C:12]([CH3:16])[N+:11]=1[O-:25])[C:3](=[O:9])[O:4][C:5]([CH3:8])([CH3:7])[CH3:6]. The catalyst class is: 10. (2) Reactant: [NH2:1][CH2:2][CH2:3][C:4]1[N:5]=[C:6]([NH:9][C:10]([NH:12][C:13]2[CH:18]=[CH:17][C:16]([CH3:19])=[CH:15][C:14]=2[C:20]([CH:22]2[CH2:26][CH2:25][CH2:24][CH2:23]2)=[O:21])=[O:11])[S:7][CH:8]=1.[C:27](Cl)(=[O:29])[CH3:28].N1C=CC=CC=1. Product: [CH:22]1([C:20]([C:14]2[CH:15]=[C:16]([CH3:19])[CH:17]=[CH:18][C:13]=2[NH:12][C:10](=[O:11])[NH:9][C:6]2[S:7][CH:8]=[C:4]([CH2:3][CH2:2][NH:1][C:27](=[O:29])[CH3:28])[N:5]=2)=[O:21])[CH2:23][CH2:24][CH2:25][CH2:26]1. The catalyst class is: 2.